From a dataset of Forward reaction prediction with 1.9M reactions from USPTO patents (1976-2016). Predict the product of the given reaction. (1) The product is: [CH3:18][C:13]1[CH:14]=[CH:15][CH:16]=[CH:17][C:12]=1[C:11]1[N:20]([C:21]2[CH:26]=[CH:25][CH:24]=[CH:23][CH:22]=2)[C:2]([C:3]2[CH:8]=[CH:7][CH:6]=[CH:5][CH:4]=2)=[N:9][N:10]=1. Given the reactants Cl[C:2](=[N:9][N:10]=[C:11](Cl)[C:12]1[CH:17]=[CH:16][CH:15]=[CH:14][C:13]=1[CH3:18])[C:3]1[CH:8]=[CH:7][CH:6]=[CH:5][CH:4]=1.[NH2:20][C:21]1[CH:26]=[CH:25][CH:24]=[CH:23][CH:22]=1.Cl, predict the reaction product. (2) Given the reactants [CH3:1][C:2]1[CH:7]=[C:6]([C:8]2[CH:13]=[CH:12][C:11]([C:14]([F:17])([F:16])[F:15])=[CH:10][CH:9]=2)[C:5]([C:18]([OH:20])=O)=[CH:4][CH:3]=1.[N:21]1[CH:26]=[CH:25][CH:24]=[CH:23][C:22]=1[CH2:27][CH2:28][O:29][C:30]1[N:35]=[CH:34][C:33]([NH2:36])=[CH:32][CH:31]=1.O.ON1C2C=CC=CC=2N=N1.Cl.CN(C)CCCN=C=NCC, predict the reaction product. The product is: [CH3:1][C:2]1[CH:7]=[C:6]([C:8]2[CH:9]=[CH:10][C:11]([C:14]([F:17])([F:15])[F:16])=[CH:12][CH:13]=2)[C:5]([C:18]([NH:36][C:33]2[CH:34]=[N:35][C:30]([O:29][CH2:28][CH2:27][C:22]3[CH:23]=[CH:24][CH:25]=[CH:26][N:21]=3)=[CH:31][CH:32]=2)=[O:20])=[CH:4][CH:3]=1. (3) Given the reactants [C:1]([O:5][C:6]([N:8]1[CH2:13][CH2:12][N:11]([C:14]2[CH:19]=[CH:18][C:17]([N+:20]([O-])=O)=[C:16]([CH3:23])[CH:15]=2)[CH2:10][CH2:9]1)=[O:7])([CH3:4])([CH3:3])[CH3:2].[CH3:24]OC(OC)N(C)C.N1CCCC1.C([O-])=O.[NH4+], predict the reaction product. The product is: [C:1]([O:5][C:6]([N:8]1[CH2:13][CH2:12][N:11]([C:14]2[CH:15]=[C:16]3[C:17](=[CH:18][CH:19]=2)[NH:20][CH:24]=[CH:23]3)[CH2:10][CH2:9]1)=[O:7])([CH3:4])([CH3:3])[CH3:2]. (4) Given the reactants [CH2:1]([O:3][C:4](=[O:27])[NH:5][C:6]1[CH:11]=[CH:10][CH:9]=[C:8]([CH:12](O)[C:13]2[C:18](=[O:19])[CH:17]=[CH:16][N:15]([C:20]3[CH:25]=[CH:24][CH:23]=[CH:22][CH:21]=3)[N:14]=2)[CH:7]=1)[CH3:2].CCN(S(F)(F)[F:34])CC.CO, predict the reaction product. The product is: [CH2:1]([O:3][C:4](=[O:27])[NH:5][C:6]1[CH:11]=[CH:10][CH:9]=[C:8]([CH:12]([F:34])[C:13]2[C:18](=[O:19])[CH:17]=[CH:16][N:15]([C:20]3[CH:25]=[CH:24][CH:23]=[CH:22][CH:21]=3)[N:14]=2)[CH:7]=1)[CH3:2]. (5) Given the reactants [CH3:1][O:2][C:3]1[CH:4]=[C:5]([NH:11][C:12]2[C:17]([C:18]3[NH:22][C:21]([NH:23][C:24]4[CH:29]=[CH:28][CH:27]=[C:26]([N+:30]([O-])=O)[CH:25]=4)=[N:20][N:19]=3)=[CH:16][CH:15]=[CH:14][N:13]=2)[CH:6]=[C:7]([O:9][CH3:10])[CH:8]=1, predict the reaction product. The product is: [CH3:1][O:2][C:3]1[CH:4]=[C:5]([NH:11][C:12]2[C:17]([C:18]3[NH:22][C:21]([NH:23][C:24]4[CH:29]=[CH:28][CH:27]=[C:26]([NH2:30])[CH:25]=4)=[N:20][N:19]=3)=[CH:16][CH:15]=[CH:14][N:13]=2)[CH:6]=[C:7]([O:9][CH3:10])[CH:8]=1. (6) Given the reactants C(=O)([O-])[O-].[K+].[K+].C([O:10][CH:11]([CH2:15][CH:16]=[C:17]([CH3:32])[CH2:18][CH2:19][CH2:20][CH:21]([CH3:31])[CH2:22][O:23][Si:24]([C:27]([CH3:30])([CH3:29])[CH3:28])([CH3:26])[CH3:25])[C:12](=[O:14])[CH3:13])(=O)C.[Na+].[Cl-], predict the reaction product. The product is: [C:27]([Si:24]([CH3:25])([CH3:26])[O:23][CH2:22][CH:21]([CH3:31])[CH2:20][CH2:19][CH2:18][C:17]([CH3:32])=[CH:16][CH2:15][CH:11]([OH:10])[C:12](=[O:14])[CH3:13])([CH3:29])([CH3:30])[CH3:28]. (7) Given the reactants [CH2:1]([N:8]=[C:9]=[O:10])[C:2]1[CH:7]=[CH:6][CH:5]=[CH:4][CH:3]=1.[C:11]1([C:17]2([CH2:27][CH:28]([CH3:30])[CH3:29])[C:21]3[CH2:22][NH:23][CH2:24][CH2:25][C:20]=3[C:19](=[O:26])[O:18]2)[CH:16]=[CH:15][CH:14]=[CH:13][CH:12]=1, predict the reaction product. The product is: [CH2:1]([NH:8][C:9]([N:23]1[CH2:24][CH2:25][C:20]2[C:19](=[O:26])[O:18][C:17]([CH2:27][CH:28]([CH3:29])[CH3:30])([C:11]3[CH:16]=[CH:15][CH:14]=[CH:13][CH:12]=3)[C:21]=2[CH2:22]1)=[O:10])[C:2]1[CH:7]=[CH:6][CH:5]=[CH:4][CH:3]=1. (8) The product is: [F:20][C:17]1[CH:18]=[CH:19][C:14]([NH:13][C:12]2[C:7]3[C:6]([CH3:30])=[C:5]([C:3]([OH:4])=[O:2])[S:29][C:8]=3[N:9]=[CH:10][N:11]=2)=[C:15]([O:21][CH2:22][CH:23]2[CH2:28][CH2:27][O:26][CH2:25][CH2:24]2)[CH:16]=1. Given the reactants C[O:2][C:3]([C:5]1[S:29][C:8]2[N:9]=[CH:10][N:11]=[C:12]([NH:13][C:14]3[CH:19]=[CH:18][C:17]([F:20])=[CH:16][C:15]=3[O:21][CH2:22][CH:23]3[CH2:28][CH2:27][O:26][CH2:25][CH2:24]3)[C:7]=2[C:6]=1[CH3:30])=[O:4].[OH-].[Na+], predict the reaction product. (9) Given the reactants [C:1]([C:3]1[CH:4]=[C:5]([C:13]2[O:17][N:16]=[C:15]([C:18]3[CH:35]=[CH:34][C:21]4[CH2:22][CH2:23][N:24](C(OC(C)(C)C)=O)[CH2:25][CH2:26][C:20]=4[CH:19]=3)[N:14]=2)[CH:6]=[CH:7][C:8]=1[O:9][CH:10]([CH3:12])[CH3:11])#[N:2].[ClH:36].O1CCOCC1.C(OCC)C, predict the reaction product. The product is: [ClH:36].[CH3:12][CH:10]([O:9][C:8]1[CH:7]=[CH:6][C:5]([C:13]2[O:17][N:16]=[C:15]([C:18]3[CH:35]=[CH:34][C:21]4[CH2:22][CH2:23][NH:24][CH2:25][CH2:26][C:20]=4[CH:19]=3)[N:14]=2)=[CH:4][C:3]=1[C:1]#[N:2])[CH3:11].